This data is from Full USPTO retrosynthesis dataset with 1.9M reactions from patents (1976-2016). The task is: Predict the reactants needed to synthesize the given product. (1) The reactants are: ClC(OC(Cl)C)=O.[CH2:8]([N:15](C)[CH2:16][CH2:17][C@@H:18]([O:22][C:23]1[CH:28]=[CH:27][CH:26]=[CH:25][C:24]=1[C:29]([F:32])([F:31])[F:30])[CH2:19][CH2:20][CH3:21])C1C=CC=CC=1.N. Given the product [CH3:8][NH:15][CH2:16][CH2:17][C@@H:18]([O:22][C:23]1[CH:28]=[CH:27][CH:26]=[CH:25][C:24]=1[C:29]([F:30])([F:31])[F:32])[CH2:19][CH2:20][CH3:21], predict the reactants needed to synthesize it. (2) Given the product [CH3:1][N:2]1[C:3]2[C:4](=[CH:5][CH:6]=[CH:7][CH:8]=2)[C:15](=[O:13])[NH:16][C:17]1=[O:20], predict the reactants needed to synthesize it. The reactants are: [CH3:1][NH:2][C:3]1[C:8](C(OC)=O)=[CH:7][CH:6]=[CH:5][CH:4]=1.[O:13]([C:15]#[N:16])[K].[C:17]([OH:20])(=O)C.